From a dataset of Forward reaction prediction with 1.9M reactions from USPTO patents (1976-2016). Predict the product of the given reaction. (1) Given the reactants [CH2:1]([O:4][CH2:5][C:6]1[CH:11]=[C:10]([Cl:12])[C:9]([CH2:13][C:14]2[CH:19]=[CH:18][C:17]([CH2:20][CH3:21])=[CH:16][CH:15]=2)=[CH:8][C:7]=1[C@H:22]1[C@H:27]([OH:28])[C@@H:26]([OH:29])[C@H:25]([OH:30])[C@@H:24]([CH2:31][OH:32])[O:23]1)[CH:2]=[CH2:3].C1C=C(Cl)C=C(C(OO)=[O:41])C=1, predict the reaction product. The product is: [Cl:12][C:10]1[C:9]([CH2:13][C:14]2[CH:19]=[CH:18][C:17]([CH2:20][CH3:21])=[CH:16][CH:15]=2)=[CH:8][C:7]([C@H:22]2[C@H:27]([OH:28])[C@@H:26]([OH:29])[C@H:25]([OH:30])[C@@H:24]([CH2:31][OH:32])[O:23]2)=[C:6]([CH2:5][O:4][CH2:1][CH:2]2[CH2:3][O:41]2)[CH:11]=1. (2) Given the reactants [NH2:1][C:2]1[N:7]=[C:6]([NH:8][C:9]2[CH:16]=[CH:15][C:12]([CH:13]=[O:14])=[CH:11][CH:10]=2)[CH:5]=[C:4]([C:17]2[CH:22]=[C:21]([Cl:23])[CH:20]=[CH:19][C:18]=2[O:24][CH2:25][CH3:26])[CH:3]=1.[BH4-].[Na+].O.Cl, predict the reaction product. The product is: [NH2:1][C:2]1[N:7]=[C:6]([NH:8][C:9]2[CH:16]=[CH:15][C:12]([CH2:13][OH:14])=[CH:11][CH:10]=2)[CH:5]=[C:4]([C:17]2[CH:22]=[C:21]([Cl:23])[CH:20]=[CH:19][C:18]=2[O:24][CH2:25][CH3:26])[CH:3]=1. (3) Given the reactants [F:1][C:2]([F:17])([F:16])[C:3]1[C:11]2[CH2:10][CH2:9][CH2:8][CH2:7][C:6]=2[N:5]([CH2:12][C:13]([OH:15])=O)[N:4]=1.[Cl:18][C:19]1[CH:20]=[C:21]([NH2:30])[C:22]2[O:26][C:25]([CH3:28])([CH3:27])[CH2:24][C:23]=2[CH:29]=1.CCN=C=NCCCN(C)C.C1C=CC2N(O)N=NC=2C=1.C(N(CC)CC)C, predict the reaction product. The product is: [Cl:18][C:19]1[CH:20]=[C:21]([NH:30][C:13](=[O:15])[CH2:12][N:5]2[C:6]3[CH2:7][CH2:8][CH2:9][CH2:10][C:11]=3[C:3]([C:2]([F:1])([F:17])[F:16])=[N:4]2)[C:22]2[O:26][C:25]([CH3:28])([CH3:27])[CH2:24][C:23]=2[CH:29]=1. (4) Given the reactants [C:1]1(=[O:11])[C:10]2[C:5](=[CH:6][CH:7]=[CH:8][CH:9]=2)[CH:4]=[CH:3][NH:2]1.[C:12]([O:15][C:16]([CH3:19])([CH3:18])[CH3:17])(=[O:14])[CH3:13].[H-].[Na+], predict the reaction product. The product is: [O:11]=[C:1]1[C:10]2[C:5](=[CH:6][CH:7]=[CH:8][CH:9]=2)[CH:4]=[CH:3][N:2]1[CH2:13][C:12]([O:15][C:16]([CH3:19])([CH3:18])[CH3:17])=[O:14]. (5) Given the reactants C([O:3][C:4](=[O:32])/[C:5](/[O:29][CH2:30][CH3:31])=[CH:6]/[C:7]1[CH:12]=[CH:11][C:10]([O:13][CH2:14][C:15]2[N:16]=[C:17]([C:21]3[CH:26]=[CH:25][CH:24]=[CH:23][C:22]=3[F:27])[O:18][C:19]=2[CH3:20])=[CH:9][C:8]=1[CH3:28])C.[OH-].[Na+], predict the reaction product. The product is: [CH2:30]([O:29]/[C:5](=[CH:6]\[C:7]1[CH:12]=[CH:11][C:10]([O:13][CH2:14][C:15]2[N:16]=[C:17]([C:21]3[CH:26]=[CH:25][CH:24]=[CH:23][C:22]=3[F:27])[O:18][C:19]=2[CH3:20])=[CH:9][C:8]=1[CH3:28])/[C:4]([OH:32])=[O:3])[CH3:31]. (6) The product is: [Cl:1][C:2]1[CH:3]=[C:4]([CH:19]=[CH:20][C:21]=1[Cl:22])[CH2:5][N:6]([CH3:18])[C:7]([C:8]1[CH2:60][N:40]([CH2:41][CH2:43][CH2:47][N:46]2[CH2:48][CH2:49][O:59][CH2:44][CH2:45]2)[C:13](=[O:14])[C:9]=1[OH:10])=[O:17]. Given the reactants [Cl:1][C:2]1[CH:3]=[C:4]([CH:19]=[CH:20][C:21]=1[Cl:22])[CH2:5][N:6]([CH3:18])[C:7](=[O:17])[CH:8]=[C:9]1[C:13](=[O:14])OC(C)(C)[O:10]1.C=O.NCCCN1CCOCC1.ClC1C=C(C=CC=1Cl)C[N:40]([CH3:60])[C:41]([C:43]1[CH2:47][N:46]([CH2:48][CH2:49]C(NCCC(O)=O)=O)[C:45](=O)[C:44]=1[OH:59])=O, predict the reaction product. (7) Given the reactants [NH2:1][C:2]1[C:11](=[O:12])[C:10]2[C:5](=[CH:6][C:7]([N:14]3[CH2:19][CH2:18][N:17]([CH3:20])[CH2:16][CH2:15]3)=[C:8]([F:13])[CH:9]=2)[N:4]([CH2:21][C:22]2[CH:27]=[CH:26][C:25]([Cl:28])=[CH:24][CH:23]=2)[CH:3]=1.C(N(CC)CC)C.[C:36]1([CH2:42][C:43](Cl)=[O:44])[CH:41]=[CH:40][CH:39]=[CH:38][CH:37]=1.O, predict the reaction product. The product is: [Cl:28][C:25]1[CH:26]=[CH:27][C:22]([CH2:21][N:4]2[C:5]3[C:10](=[CH:9][C:8]([F:13])=[C:7]([N:14]4[CH2:19][CH2:18][N:17]([CH3:20])[CH2:16][CH2:15]4)[CH:6]=3)[C:11](=[O:12])[C:2]([NH:1][C:43](=[O:44])[CH2:42][C:36]3[CH:41]=[CH:40][CH:39]=[CH:38][CH:37]=3)=[CH:3]2)=[CH:23][CH:24]=1.